From a dataset of Reaction yield outcomes from USPTO patents with 853,638 reactions. Predict the reaction yield, written as a fraction of the theoretical maximum amount of product (1.0 means a 100% yield; for example, 0.34 means a 34% yield). The reactants are [NH2:1][C:2]1[CH:7]=[CH:6][C:5]([CH2:8][C:9]([O:11][C:12]([CH3:15])([CH3:14])[CH3:13])=[O:10])=[CH:4][C:3]=1[CH3:16].[Br:17][C:18]1[CH:23]=[CH:22][CH:21]=[CH:20][C:19]=1[N:24]=[C:25]=[O:26].CCN(CC)CC. The catalyst is C1COCC1. The product is [Br:17][C:18]1[CH:23]=[CH:22][CH:21]=[CH:20][C:19]=1[NH:24][C:25](=[O:26])[NH:1][C:2]1[CH:7]=[CH:6][C:5]([CH2:8][C:9]([O:11][C:12]([CH3:13])([CH3:15])[CH3:14])=[O:10])=[CH:4][C:3]=1[CH3:16]. The yield is 9.30.